From a dataset of Reaction yield outcomes from USPTO patents with 853,638 reactions. Predict the reaction yield, written as a fraction of the theoretical maximum amount of product (1.0 means a 100% yield; for example, 0.34 means a 34% yield). (1) The yield is 0.813. The product is [C:1]([O:5][C:6]([N:8]1[CH2:11][C:10]([C:13]2[CH:18]=[CH:17][C:16]([C:19](=[O:34])[CH2:20][C:21]([C:26]3[CH:27]=[C:28]([Cl:33])[CH:29]=[C:30]([Cl:32])[CH:31]=3)([CH2:38][N+:35]([O-:37])=[O:36])[C:22]([F:23])([F:25])[F:24])=[CH:15][CH:14]=2)([F:12])[CH2:9]1)=[O:7])([CH3:4])([CH3:2])[CH3:3]. The reactants are [C:1]([O:5][C:6]([N:8]1[CH2:11][C:10]([C:13]2[CH:18]=[CH:17][C:16]([C:19](=[O:34])/[CH:20]=[C:21](/[C:26]3[CH:31]=[C:30]([Cl:32])[CH:29]=[C:28]([Cl:33])[CH:27]=3)\[C:22]([F:25])([F:24])[F:23])=[CH:15][CH:14]=2)([F:12])[CH2:9]1)=[O:7])([CH3:4])([CH3:3])[CH3:2].[N+:35]([CH3:38])([O-:37])=[O:36].C1CCN2C(=NCCC2)CC1. The catalyst is C(#N)C. (2) The reactants are [OH-].[K+].CS(C)=O.[NH:7]1[CH:11]=[N:10][N:9]=[N:8]1.Br[CH2:13][C:14]1[CH:19]=[CH:18][C:17]([C:20]2[CH:24]=[C:23]([CH2:25][CH:26]([CH3:28])[CH3:27])[S:22][C:21]=2[S:29]([NH:32][C:33]([CH3:36])([CH3:35])[CH3:34])(=[O:31])=[O:30])=[CH:16][CH:15]=1. The catalyst is O. The product is [CH2:25]([C:23]1[S:22][C:21]([S:29]([NH:32][C:33]([CH3:34])([CH3:35])[CH3:36])(=[O:30])=[O:31])=[C:20]([C:17]2[CH:16]=[CH:15][C:14]([CH2:13][N:8]3[N:9]=[N:10][CH:11]=[N:7]3)=[CH:19][CH:18]=2)[CH:24]=1)[CH:26]([CH3:28])[CH3:27]. The yield is 0.230.